This data is from Forward reaction prediction with 1.9M reactions from USPTO patents (1976-2016). The task is: Predict the product of the given reaction. (1) Given the reactants [C:1]1([CH3:11])[CH:6]=[CH:5][C:4]([S:7](Cl)(=[O:9])=[O:8])=[CH:3][CH:2]=1.[C:12]([O:16][C:17]([N:19]1[CH2:24][CH2:23][N:22]([C:25]2[C:26]([C:30]3[CH:35]=[C:34]([Cl:36])[C:33]([O:37][CH2:38][C:39]4[CH:44]=[CH:43][CH:42]=[CH:41][CH:40]=4)=[CH:32][C:31]=3[O:45][CH2:46][C:47]3[CH:52]=[CH:51][CH:50]=[CH:49][CH:48]=3)=[N:27][NH:28][CH:29]=2)[CH2:21][CH2:20]1)=[O:18])([CH3:15])([CH3:14])[CH3:13].N1C=CC=CC=1, predict the reaction product. The product is: [C:12]([O:16][C:17]([N:19]1[CH2:24][CH2:23][N:22]([C:25]2[C:26]([C:30]3[CH:35]=[C:34]([Cl:36])[C:33]([O:37][CH2:38][C:39]4[CH:40]=[CH:41][CH:42]=[CH:43][CH:44]=4)=[CH:32][C:31]=3[O:45][CH2:46][C:47]3[CH:52]=[CH:51][CH:50]=[CH:49][CH:48]=3)=[N:27][N:28]([S:7]([C:4]3[CH:5]=[CH:6][C:1]([CH3:11])=[CH:2][CH:3]=3)(=[O:9])=[O:8])[CH:29]=2)[CH2:21][CH2:20]1)=[O:18])([CH3:15])([CH3:13])[CH3:14]. (2) The product is: [OH:19][CH2:18][C:17]1[C:12]([NH:11][CH2:10][CH2:9][NH:8][C:6](=[O:7])[O:5][C:1]([CH3:3])([CH3:2])[CH3:4])=[N:13][C:14]([S:23][CH3:24])=[N:15][CH:16]=1. Given the reactants [C:1]([O:5][C:6]([NH:8][CH2:9][CH2:10][NH:11][C:12]1[C:17]([C:18](OCC)=[O:19])=[CH:16][N:15]=[C:14]([S:23][CH3:24])[N:13]=1)=[O:7])([CH3:4])([CH3:3])[CH3:2].[H-].[H-].[H-].[H-].[Li+].[Al+3].O.[OH-].[Na+], predict the reaction product. (3) Given the reactants [CH2:1]([C:3]1[C:4]([CH:23]([O:43][CH3:44])[C:24]2[N:28](COCC[Si](C)(C)C)[C:27]3[CH:37]=[CH:38][C:39]([C:41]#[N:42])=[CH:40][C:26]=3[N:25]=2)=[C:5]2[C:9](=[C:10]([CH3:12])[CH:11]=1)[N:8]([S:13]([C:16]1[CH:22]=[CH:21][C:19]([CH3:20])=[CH:18][CH:17]=1)(=[O:15])=[O:14])[CH:7]=[CH:6]2)[CH3:2].C(C1C(C(OC)C2N(COCC[Si](C)(C)C)C3C=C(C#N)C=CC=3N=2)=C2C(=C(C)C=1)N(S(C1C=CC(C)=CC=1)(=O)=O)C=C2)C.CC#N.C([O-])(O)=O.[Na+], predict the reaction product. The product is: [CH2:1]([C:3]1[C:4]([CH:23]([O:43][CH3:44])[C:24]2[NH:28][C:27]3[CH:37]=[CH:38][C:39]([C:41]#[N:42])=[CH:40][C:26]=3[N:25]=2)=[C:5]2[C:9](=[C:10]([CH3:12])[CH:11]=1)[N:8]([S:13]([C:16]1[CH:22]=[CH:21][C:19]([CH3:20])=[CH:18][CH:17]=1)(=[O:14])=[O:15])[CH:7]=[CH:6]2)[CH3:2]. (4) Given the reactants Br[C:2]1[N:7]=[C:6]([CH:8]([OH:13])[C:9]([NH:11][CH3:12])=[O:10])[CH:5]=[CH:4][CH:3]=1.[NH2:14][C:15]1[S:16][C:17]([C:23]2[C:28]([F:29])=[CH:27][C:26]([C:30]([OH:33])([CH3:32])[CH3:31])=[CH:25][C:24]=2[F:34])=[CH:18][C:19]=1[C:20]([NH2:22])=[O:21], predict the reaction product. The product is: [F:34][C:24]1[CH:25]=[C:26]([C:30]([OH:33])([CH3:32])[CH3:31])[CH:27]=[C:28]([F:29])[C:23]=1[C:17]1[S:16][C:15]([NH:14][C:2]2[CH:3]=[CH:4][CH:5]=[C:6]([CH:8]([OH:13])[C:9]([NH:11][CH3:12])=[O:10])[N:7]=2)=[C:19]([C:20]([NH2:22])=[O:21])[CH:18]=1.